This data is from Forward reaction prediction with 1.9M reactions from USPTO patents (1976-2016). The task is: Predict the product of the given reaction. (1) Given the reactants [NH2:1][C:2]1[CH:3]=[C:4]([C:9]([C:11]2[CH:12]=[N:13][CH:14]=[CH:15][CH:16]=2)=[O:10])[CH:5]=[C:6]([Br:8])[CH:7]=1.N1C=CC=CC=1.[CH3:23][O:24][C:25](Cl)=[O:26], predict the reaction product. The product is: [CH3:23][O:24][C:25](=[O:26])[NH:1][C:2]1[CH:3]=[C:4]([C:9]([C:11]2[CH:12]=[N:13][CH:14]=[CH:15][CH:16]=2)=[O:10])[CH:5]=[C:6]([Br:8])[CH:7]=1. (2) The product is: [Cl:26][C:25]1[CH:24]=[C:23]([CH:10]2[CH2:14][CH2:13][CH2:12][CH2:11]2)[C:22]([C:21]([NH:4][CH2:3][CH:2]2[CH2:1][CH2:17][O:18][CH2:6][CH2:7]2)=[O:32])=[CH:30][N:31]=1. Given the reactants [C:1](N)(=O)[C:2]1[CH:7]=[CH:6]C=[N:4][CH:3]=1.[CH:10]1([Mg]Cl)[CH2:14][CH2:13][CH2:12][CH2:11]1.[CH3:17][OH:18].ClC1[C:21](=[O:32])[C:22]([C:30]#[N:31])=[C:23](C#N)[C:24](=O)[C:25]=1[Cl:26], predict the reaction product. (3) Given the reactants [NH2:1][C:2]1[CH:7]=[CH:6][CH:5]=[CH:4][CH:3]=1.[CH3:8][O:9][C:10]1[CH:15]=[CH:14][C:13](Br)=[CH:12][CH:11]=1.[O:17]([C:19](C)(C)C)[Na].P(C(C)(C)C)(C(C)(C)C)C(C)(C)C.[C:36]1(C)[CH:41]=[CH:40][CH:39]=[CH:38][CH:37]=1, predict the reaction product. The product is: [CH3:19][O:17][C:5]1[CH:6]=[CH:7][C:2]([N:1]([C:13]2[CH:14]=[CH:15][C:10]([O:9][CH3:8])=[CH:11][CH:12]=2)[C:36]2[CH:41]=[CH:40][CH:39]=[CH:38][CH:37]=2)=[CH:3][CH:4]=1. (4) Given the reactants [CH2:1]([N:3]1[C:11]2[C:6](=[CH:7][C:8]([C:12]3[NH:13][C:14]4[N:15]([N:19]=[C:20]([CH3:24])[C:21]=4[C:22]#[N:23])[C:16](=[O:18])[CH:17]=3)=[CH:9][CH:10]=2)[CH:5]=[N:4]1)[CH3:2].S(=O)(=O)(O)[OH:26], predict the reaction product. The product is: [CH2:1]([N:3]1[C:11]2[C:6](=[CH:7][C:8]([C:12]3[NH:13][C:14]4[N:15]([N:19]=[C:20]([CH3:24])[C:21]=4[C:22]([NH2:23])=[O:26])[C:16](=[O:18])[CH:17]=3)=[CH:9][CH:10]=2)[CH:5]=[N:4]1)[CH3:2]. (5) The product is: [CH3:37][N:38]1[CH:42]=[C:41]([C:43]([N:2]2[CH2:3][CH2:4][CH:5]([N:8]3[CH:12]=[C:11]([C:13]4[CH:36]=[CH:35][C:16]5[N:17]([C:20]6[CH:21]=[C:22]([NH:26][C:27]([NH:29][CH2:30][C:31]([F:33])([F:32])[F:34])=[O:28])[CH:23]=[CH:24][CH:25]=6)[CH:18]=[N:19][C:15]=5[CH:14]=4)[CH:10]=[N:9]3)[CH2:6][CH2:7]2)=[O:44])[CH:40]=[N:39]1. Given the reactants Cl.[NH:2]1[CH2:7][CH2:6][CH:5]([N:8]2[CH:12]=[C:11]([C:13]3[CH:36]=[CH:35][C:16]4[N:17]([C:20]5[CH:21]=[C:22]([NH:26][C:27]([NH:29][CH2:30][C:31]([F:34])([F:33])[F:32])=[O:28])[CH:23]=[CH:24][CH:25]=5)[CH:18]=[N:19][C:15]=4[CH:14]=3)[CH:10]=[N:9]2)[CH2:4][CH2:3]1.[CH3:37][N:38]1[CH:42]=[C:41]([C:43](Cl)=[O:44])[CH:40]=[N:39]1.N1C=CC=CC=1, predict the reaction product.